This data is from Forward reaction prediction with 1.9M reactions from USPTO patents (1976-2016). The task is: Predict the product of the given reaction. (1) Given the reactants C[O:2][C:3]([C:5]1[CH:10]=[CH:9][C:8]([CH:11]2[CH2:16][CH2:15][N:14]([C:17]([O:19][C:20]([CH3:23])([CH3:22])[CH3:21])=[O:18])[CH2:13][CH:12]2[O:24][CH2:25][C:26]2[CH:27]=[CH:28][C:29]3[O:34][CH2:33][C:32](=[O:35])[N:31]([CH2:36][CH2:37][CH2:38][O:39][CH3:40])[C:30]=3[CH:41]=2)=[CH:7][CH:6]=1)=[O:4].[OH-].[Na+], predict the reaction product. The product is: [C:3]([C:5]1[CH:10]=[CH:9][C:8]([CH:11]2[CH2:16][CH2:15][N:14]([C:17]([O:19][C:20]([CH3:23])([CH3:22])[CH3:21])=[O:18])[CH2:13][CH:12]2[O:24][CH2:25][C:26]2[CH:27]=[CH:28][C:29]3[O:34][CH2:33][C:32](=[O:35])[N:31]([CH2:36][CH2:37][CH2:38][O:39][CH3:40])[C:30]=3[CH:41]=2)=[CH:7][CH:6]=1)([OH:4])=[O:2]. (2) Given the reactants [CH:1]1[CH:2]=[CH:3][C:4]([NH:11][C:12]2[C:13]([Cl:19])=[CH:14][CH:15]=[CH:16][C:17]=2[Cl:18])=[C:5]([CH2:7][C:8]([O-:10])=[O:9])[CH:6]=1.[Na+].[CH2:21]([OH:27])[CH2:22][O:23][CH2:24][CH2:25]O.S(=O)(=O)(O)O.C([O-])([O-])=O.[K+].[K+], predict the reaction product. The product is: [Cl:19][C:13]1[CH:14]=[CH:15][CH:16]=[C:17]([Cl:18])[C:12]=1[NH:11][C:4]1[CH:3]=[CH:2][CH:1]=[CH:6][C:5]=1[CH2:7][C:8]([O:10][CH2:25][CH2:24][O:23][CH2:22][CH2:21][OH:27])=[O:9]. (3) Given the reactants [Cl:1][C:2]1[CH:3]=[C:4]2[C:9](=[CH:10][C:11]=1[O:12][C:13]1[CH:18]=[CH:17][C:16]([C:19](=[O:38])[NH:20][C:21]3[N:22]=[N:23][C:24]([C:27]4[CH:32]=[CH:31][C:30]([C:33]([F:36])([F:35])[F:34])=[CH:29][C:28]=4[F:37])=[CH:25][CH:26]=3)=[CH:15][CH:14]=1)[O:8][CH2:7][CH2:6][CH:5]2[C:39]([OH:41])=[O:40].C[O-].[Na+:44].CO, predict the reaction product. The product is: [Cl:1][C:2]1[CH:3]=[C:4]2[C:9](=[CH:10][C:11]=1[O:12][C:13]1[CH:18]=[CH:17][C:16]([C:19](=[O:38])[NH:20][C:21]3[N:22]=[N:23][C:24]([C:27]4[CH:32]=[CH:31][C:30]([C:33]([F:36])([F:34])[F:35])=[CH:29][C:28]=4[F:37])=[CH:25][CH:26]=3)=[CH:15][CH:14]=1)[O:8][CH2:7][CH2:6][CH:5]2[C:39]([O-:41])=[O:40].[Na+:44]. (4) Given the reactants [NH2:1][N:2]1[N:11]=[C:10]([S:12]([C:15]2[CH:20]=[CH:19][C:18]([C:21]#[N:22])=[CH:17][CH:16]=2)(=[O:14])=[O:13])[C:9]2[C:4](=[CH:5][CH:6]=[CH:7][CH:8]=2)[C:3]1=[O:23].[F:24][C:25]1[CH:30]=[CH:29][C:28]([CH2:31][C:32](Cl)=[O:33])=[CH:27][CH:26]=1, predict the reaction product. The product is: [C:21]([C:18]1[CH:19]=[CH:20][C:15]([S:12]([C:10]2[C:9]3[C:4](=[CH:5][CH:6]=[CH:7][CH:8]=3)[C:3](=[O:23])[N:2]([NH:1][C:32](=[O:33])[CH2:31][C:28]3[CH:29]=[CH:30][C:25]([F:24])=[CH:26][CH:27]=3)[N:11]=2)(=[O:14])=[O:13])=[CH:16][CH:17]=1)#[N:22]. (5) Given the reactants [CH3:1][O:2][C:3]1[CH:8]=[CH:7][C:6]([N:9]=[CH:10][C:11](OCC)=[O:12])=[C:5]([N+:16]([O-])=O)[CH:4]=1.[H][H], predict the reaction product. The product is: [CH3:1][O:2][C:3]1[CH:4]=[C:5]2[C:6]([NH:9][CH2:10][C:11](=[O:12])[NH:16]2)=[CH:7][CH:8]=1. (6) Given the reactants [C:1]([O:5][C:6]([NH:8][C@:9]1([C:14]([O:16][CH2:17][CH3:18])=[O:15])[CH2:11][C@H:10]1[CH:12]=[CH2:13])=[O:7])([CH3:4])([CH3:3])[CH3:2].[CH3:19][C:20]([O:23][C:24](O[C:24]([O:23][C:20]([CH3:22])([CH3:21])[CH3:19])=[O:25])=[O:25])([CH3:22])[CH3:21], predict the reaction product. The product is: [C:1]([O:5][C:6]([N:8]([C:24]([O:23][C:20]([CH3:22])([CH3:21])[CH3:19])=[O:25])[C@:9]1([C:14]([O:16][CH2:17][CH3:18])=[O:15])[CH2:11][C@H:10]1[CH:12]=[CH2:13])=[O:7])([CH3:4])([CH3:2])[CH3:3]. (7) The product is: [NH2:17][CH2:16][C:15]1[CH:18]=[CH:19][C:12]([C:9]([OH:11])([CH3:10])[C:8]([F:20])([F:21])[F:7])=[CH:13][CH:14]=1. Given the reactants [H-].[Al+3].[Li+].[H-].[H-].[H-].[F:7][C:8]([F:21])([F:20])[C:9]([C:12]1[CH:19]=[CH:18][C:15]([C:16]#[N:17])=[CH:14][CH:13]=1)([OH:11])[CH3:10], predict the reaction product. (8) Given the reactants CN(OC)[C:3]([C:5]1[S:6][C:7]2[CH:14]=[C:13]([C:15]([F:18])([F:17])[F:16])[CH:12]=[CH:11][C:8]=2[C:9]=1[CH3:10])=[O:4].[CH2:21]([Mg]Cl)[CH2:22][CH3:23].C(OCC)C, predict the reaction product. The product is: [CH3:10][C:9]1[C:8]2[CH:11]=[CH:12][C:13]([C:15]([F:18])([F:17])[F:16])=[CH:14][C:7]=2[S:6][C:5]=1[C:3](=[O:4])[CH2:21][CH2:22][CH3:23].